This data is from Catalyst prediction with 721,799 reactions and 888 catalyst types from USPTO. The task is: Predict which catalyst facilitates the given reaction. (1) Reactant: Br[C:2]1[CH:3]=[C:4]2[C:9](=[CH:10][CH:11]=1)[N:8]=[CH:7][CH:6]=[CH:5]2.[C:12]([O:16][CH2:17][CH3:18])(=[O:15])[CH:13]=[CH2:14].C(N(CC)CC)C.CCCCCC. Product: [CH2:17]([O:16][C:12](=[O:15])[CH:13]=[CH:14][C:2]1[CH:3]=[C:4]2[C:9](=[CH:10][CH:11]=1)[N:8]=[CH:7][CH:6]=[CH:5]2)[CH3:18]. The catalyst class is: 274. (2) Reactant: [C:1]1([C:7]([C:9]2[S:13][C:12]([NH2:14])=[N:11][C:10]=2[C:15]2[O:16][CH:17]=[CH:18][CH:19]=2)=[O:8])[CH:6]=[CH:5][CH:4]=[CH:3][CH:2]=1.[OH:20][C:21]([CH3:26])([CH3:25])[C:22](O)=[O:23].CCN=C=NCCCN(C)C.Cl.O.ON1C2C=CC=CC=2N=N1. Product: [C:7]([C:9]1[S:13][C:12]([NH:14][C:22](=[O:23])[C:21]([OH:20])([CH3:26])[CH3:25])=[N:11][C:10]=1[C:15]1[O:16][CH:17]=[CH:18][CH:19]=1)(=[O:8])[C:1]1[CH:2]=[CH:3][CH:4]=[CH:5][CH:6]=1. The catalyst class is: 18. (3) Product: [ClH:59].[CH2:1]([N:34]([C:35]1[CH:36]=[CH:37][C:38]([C:41]2[CH:46]=[CH:45][C:44]([NH:47][C:48]([C:50]3[CH:55]=[C:54]([N+:56]([O-:58])=[O:57])[CH:53]=[CH:52][C:51]=3[Cl:59])=[O:49])=[CH:43][CH:42]=2)=[CH:39][CH:40]=1)[CH2:26][CH2:27][CH2:28][CH2:29][CH2:30][CH2:31][CH2:32][CH3:33])[CH2:2][CH2:3][CH2:4][CH2:5][CH3:6]. The catalyst class is: 20. Reactant: [CH:1](=O)[CH2:2][CH2:3][CH2:4][CH2:5][CH3:6].C(O)(=O)C.C(O[BH-](OC(=O)C)OC(=O)C)(=O)C.[Na+].[CH2:26]([NH:34][C:35]1[CH:40]=[CH:39][C:38]([C:41]2[CH:46]=[CH:45][C:44]([NH:47][C:48]([C:50]3[CH:55]=[C:54]([N+:56]([O-:58])=[O:57])[CH:53]=[CH:52][C:51]=3[Cl:59])=[O:49])=[CH:43][CH:42]=2)=[CH:37][CH:36]=1)[CH2:27][CH2:28][CH2:29][CH2:30][CH2:31][CH2:32][CH3:33].C(=O)(O)[O-].[Na+].